Dataset: Forward reaction prediction with 1.9M reactions from USPTO patents (1976-2016). Task: Predict the product of the given reaction. (1) Given the reactants [Br:1][C:2]1[C:7]([Cl:8])=[C:6]([CH3:9])[CH:5]=[CH:4][C:3]=1[Cl:10].C(OOC(=O)C1C=CC=CC=1)(=O)C1C=CC=CC=1.C1C(=O)N([Br:36])C(=O)C1, predict the reaction product. The product is: [Br:1][C:2]1[C:7]([Cl:8])=[C:6]([CH2:9][Br:36])[CH:5]=[CH:4][C:3]=1[Cl:10]. (2) Given the reactants [CH3:1][C:2]1[C:10]2[C:5](=[CH:6][C:7]([C:11]([OH:13])=[O:12])=[CH:8][CH:9]=2)[NH:4][CH:3]=1.[C:22](O[C:22]([O:24][C:25]([CH3:28])(C)C)=[O:23])([O:24][C:25](C)(C)[CH3:28])=[O:23].[CH2:29](N(CC)CC)[CH3:30], predict the reaction product. The product is: [CH2:25]([O:24][C:22]([N:4]1[C:5]2[C:10](=[CH:9][CH:8]=[C:7]([C:11]([OH:13])=[O:12])[CH:6]=2)[C:2]([CH3:1])=[CH:3]1)=[O:23])[CH2:28][CH2:29][CH3:30]. (3) Given the reactants C(OC([O:8][NH:9][C:10]([C:12]1[S:16][C:15]2[CH:17]=[C:18]([CH:21]=O)[CH:19]=[CH:20][C:14]=2[CH:13]=1)=[O:11])C)C(C)C.[CH:23]1([O:28][C:29](=[O:50])[C@@H:30]([NH:42]C(OC(C)(C)C)=O)[CH2:31][CH2:32][O:33][C:34]2[CH:39]=[CH:38][C:37]([CH2:40][NH2:41])=[CH:36][CH:35]=2)[CH2:27][CH2:26][CH2:25][CH2:24]1.C(O[BH-](OC(=O)C)OC(=O)C)(=O)C.[Na+].C(O)(=O)C, predict the reaction product. The product is: [CH:23]1([O:28][C:29](=[O:50])[C@@H:30]([NH2:42])[CH2:31][CH2:32][O:33][C:34]2[CH:35]=[CH:36][C:37]([CH2:40][NH:41][CH2:21][C:18]3[CH:19]=[CH:20][C:14]4[CH:13]=[C:12]([C:10](=[O:11])[NH:9][OH:8])[S:16][C:15]=4[CH:17]=3)=[CH:38][CH:39]=2)[CH2:27][CH2:26][CH2:25][CH2:24]1.